From a dataset of NCI-60 drug combinations with 297,098 pairs across 59 cell lines. Regression. Given two drug SMILES strings and cell line genomic features, predict the synergy score measuring deviation from expected non-interaction effect. Drug 1: CS(=O)(=O)CCNCC1=CC=C(O1)C2=CC3=C(C=C2)N=CN=C3NC4=CC(=C(C=C4)OCC5=CC(=CC=C5)F)Cl. Drug 2: C1CN1C2=NC(=NC(=N2)N3CC3)N4CC4. Cell line: HS 578T. Synergy scores: CSS=12.8, Synergy_ZIP=0.919, Synergy_Bliss=1.12, Synergy_Loewe=-4.74, Synergy_HSA=-0.0500.